Dataset: Forward reaction prediction with 1.9M reactions from USPTO patents (1976-2016). Task: Predict the product of the given reaction. (1) The product is: [Cl:15][C:10]1[CH:9]=[C:8]([C:6]2[CH:5]=[C:4]([CH3:16])[N:3]=[C:2]([N:21]3[CH:22]=[C:18]([I:17])[N:19]=[CH:20]3)[N:7]=2)[CH:13]=[CH:12][C:11]=1[Cl:14]. Given the reactants Cl[C:2]1[N:7]=[C:6]([C:8]2[CH:13]=[CH:12][C:11]([Cl:14])=[C:10]([Cl:15])[CH:9]=2)[CH:5]=[C:4]([CH3:16])[N:3]=1.[I:17][C:18]1[N:19]=[CH:20][NH:21][CH:22]=1, predict the reaction product. (2) Given the reactants [F:1][C:2]1[CH:28]=[CH:27][C:5]([CH2:6][N:7]2[C:15]3[C:10](=[CH:11][C:12]([CH:16]=[C:17]4[S:21][C:20](SCCC)=[N:19][C:18]4=[O:26])=[CH:13][CH:14]=3)[CH:9]=[N:8]2)=[C:4]([C:29]([F:32])([F:31])[F:30])[CH:3]=1.[NH:33]1[CH2:38][CH2:37][O:36][CH:35]([CH2:39][OH:40])[CH2:34]1, predict the reaction product. The product is: [F:1][C:2]1[CH:28]=[CH:27][C:5]([CH2:6][N:7]2[C:15]3[C:10](=[CH:11][C:12]([CH:16]=[C:17]4[S:21][C:20]([N:33]5[CH2:38][CH2:37][O:36][C@H:35]([CH2:39][OH:40])[CH2:34]5)=[N:19][C:18]4=[O:26])=[CH:13][CH:14]=3)[CH:9]=[N:8]2)=[C:4]([C:29]([F:31])([F:32])[F:30])[CH:3]=1.